Dataset: Catalyst prediction with 721,799 reactions and 888 catalyst types from USPTO. Task: Predict which catalyst facilitates the given reaction. (1) Reactant: Cl.[Br:2][C:3]1[CH:4]=[C:5]2[C:10](=[CH:11][CH:12]=1)[N:9]=[C:8]([C:13]([O:15]CC)=[CH2:14])[CH:7]=[CH:6]2. Product: [Br:2][C:3]1[CH:4]=[C:5]2[C:10](=[CH:11][CH:12]=1)[N:9]=[C:8]([C:13](=[O:15])[CH3:14])[CH:7]=[CH:6]2. The catalyst class is: 21. (2) Reactant: [Br:1][C:2]1[C:11]2[C:6](=[CH:7][CH:8]=[C:9]([C:12]([OH:14])=O)[CH:10]=2)[CH:5]=[N:4][CH:3]=1.C(N(CC)C(C)C)(C)C.F[P-](F)(F)(F)(F)F.N1(OC(N(C)C)=[N+](C)C)C2N=CC=CC=2N=N1.[C:48]1([CH2:54][NH2:55])[CH:53]=[CH:52][CH:51]=[CH:50][CH:49]=1. Product: [CH2:54]([NH:55][C:12]([C:9]1[CH:10]=[C:11]2[C:6](=[CH:7][CH:8]=1)[CH:5]=[N:4][CH:3]=[C:2]2[Br:1])=[O:14])[C:48]1[CH:53]=[CH:52][CH:51]=[CH:50][CH:49]=1. The catalyst class is: 9.